From a dataset of Full USPTO retrosynthesis dataset with 1.9M reactions from patents (1976-2016). Predict the reactants needed to synthesize the given product. (1) Given the product [CH:29]1([C:2]2[C:3]([O:16][CH2:17][C:18]3([CH3:28])[CH2:19][CH2:20][C:21]4([O:22][CH2:23][CH2:24][O:25]4)[CH2:26][CH2:27]3)=[CH:4][C:5]([F:15])=[C:6]([CH:14]=2)[C:7]([O:9][C:10]([CH3:13])([CH3:12])[CH3:11])=[O:8])[CH2:31][CH2:30]1, predict the reactants needed to synthesize it. The reactants are: Cl[C:2]1[C:3]([O:16][CH2:17][C:18]2([CH3:28])[CH2:27][CH2:26][C:21]3([O:25][CH2:24][CH2:23][O:22]3)[CH2:20][CH2:19]2)=[CH:4][C:5]([F:15])=[C:6]([CH:14]=1)[C:7]([O:9][C:10]([CH3:13])([CH3:12])[CH3:11])=[O:8].[CH:29]1(B(O)O)[CH2:31][CH2:30]1.P([O-])([O-])([O-])=O.[K+].[K+].[K+].F[B-](F)(F)F.C1(P(C2CCCCC2)C2CCCCC2)CCCCC1. (2) Given the product [Br:24][C:11]1[C:10](=[O:12])[C:9]2([CH2:16][CH2:15][CH2:14][CH2:13]2)[O:8][C:7]=1[C:4]1[CH:5]=[CH:6][N:1]=[CH:2][CH:3]=1, predict the reactants needed to synthesize it. The reactants are: [N:1]1[CH:6]=[CH:5][C:4]([C:7]2[O:8][C:9]3([CH2:16][CH2:15][CH2:14][CH2:13]3)[C:10](=[O:12])[CH:11]=2)=[CH:3][CH:2]=1.C1C(=O)N([Br:24])C(=O)C1. (3) Given the product [F:1][C:2]1[CH:3]=[N:4][CH:5]=[C:6]([F:17])[C:7]=1[C:8]([NH:10][C:11]1[S:12][C:13]([C:23]2[N:19]([CH3:18])[N:20]=[C:21]([C:27]([F:30])([F:29])[F:28])[CH:22]=2)=[CH:14][N:15]=1)=[O:9], predict the reactants needed to synthesize it. The reactants are: [F:1][C:2]1[CH:3]=[N:4][CH:5]=[C:6]([F:17])[C:7]=1[C:8]([NH:10][C:11]1[S:12][C:13](Br)=[CH:14][N:15]=1)=[O:9].[CH3:18][N:19]1[C:23](B(O)O)=[CH:22][C:21]([C:27]([F:30])([F:29])[F:28])=[N:20]1.[O-]P([O-])([O-])=O.[K+].[K+].[K+].